This data is from Reaction yield outcomes from USPTO patents with 853,638 reactions. The task is: Predict the reaction yield, written as a fraction of the theoretical maximum amount of product (1.0 means a 100% yield; for example, 0.34 means a 34% yield). (1) The reactants are Br[C:2]1[C:7](=[O:8])[N:6]([CH2:9][C:10]2[CH:15]=[CH:14][C:13]([C:16]3[C:17]([C:22]#[N:23])=[CH:18][CH:19]=[CH:20][CH:21]=3)=[CH:12][CH:11]=2)[C:5]([CH2:24][CH2:25][CH3:26])=[N:4][C:3]=1[CH2:27][CH3:28].[CH2:29]([O:31][C:32]1[N:37]=[CH:36][C:35](B(O)O)=[CH:34][CH:33]=1)[CH3:30].C(=O)([O-])[O-].[Cs+].[Cs+].O1CCOCC1. The catalyst is C(OCC)(=O)C.C1C=CC(P(C2C=CC=CC=2)[C-]2C=CC=C2)=CC=1.C1C=CC(P(C2C=CC=CC=2)[C-]2C=CC=C2)=CC=1.Cl[Pd]Cl.[Fe+2].ClCCl. The product is [CH2:29]([O:31][C:32]1[N:37]=[CH:36][C:35]([C:2]2[C:7](=[O:8])[N:6]([CH2:9][C:10]3[CH:15]=[CH:14][C:13]([C:16]4[C:17]([C:22]#[N:23])=[CH:18][CH:19]=[CH:20][CH:21]=4)=[CH:12][CH:11]=3)[C:5]([CH2:24][CH2:25][CH3:26])=[N:4][C:3]=2[CH2:27][CH3:28])=[CH:34][CH:33]=1)[CH3:30]. The yield is 0.980. (2) The reactants are [CH3:1][C:2]1[O:6][C:5]([C:7]2[CH:13]=[CH:12][C:10]([NH2:11])=[CH:9][CH:8]=2)=[N:4][N:3]=1.[Cl:14]N1C(=O)CCC1=O. The catalyst is CN(C=O)C. The product is [Cl:14][C:12]1[CH:13]=[C:7]([C:5]2[O:6][C:2]([CH3:1])=[N:3][N:4]=2)[CH:8]=[CH:9][C:10]=1[NH2:11]. The yield is 0.490. (3) The reactants are [CH3:1][CH:2]([CH3:10])[C:3](=[O:9])[CH2:4][C:5]([O:7][CH3:8])=[O:6].[CH2:11](O)[CH2:12][OH:13]. The catalyst is C1(C)C=CC=CC=1.CC1C=CC(S(O)(=O)=O)=CC=1. The product is [CH:2]([C:3]1([CH2:4][C:5]([O:7][CH3:8])=[O:6])[O:13][CH2:12][CH2:11][O:9]1)([CH3:10])[CH3:1]. The yield is 0.710. (4) The reactants are [C:1]([C:5]1[CH:9]=[C:8]([NH:10][C:11](=[O:19])OC2C=CC=CC=2)[N:7]([C:20]2[CH:25]=[CH:24][C:23](=[O:26])[NH:22][CH:21]=2)[N:6]=1)([CH3:4])([CH3:3])[CH3:2].[CH3:27][O:28][C:29]1[CH:30]=[C:31]2[C:36](=[CH:37][C:38]=1[O:39][CH3:40])[N:35]=[CH:34][N:33]=[C:32]2[O:41][C:42]1[CH:43]=[C:44]([CH:46]=[CH:47][CH:48]=1)[NH2:45]. No catalyst specified. The product is [C:1]([C:5]1[CH:9]=[C:8]([NH:10][C:11]([NH:45][C:44]2[CH:46]=[CH:47][CH:48]=[C:42]([O:41][C:32]3[C:31]4[C:36](=[CH:37][C:38]([O:39][CH3:40])=[C:29]([O:28][CH3:27])[CH:30]=4)[N:35]=[CH:34][N:33]=3)[CH:43]=2)=[O:19])[N:7]([C:20]2[CH:25]=[CH:24][C:23](=[O:26])[NH:22][CH:21]=2)[N:6]=1)([CH3:2])([CH3:3])[CH3:4]. The yield is 0.620.